Dataset: Reaction yield outcomes from USPTO patents with 853,638 reactions. Task: Predict the reaction yield, written as a fraction of the theoretical maximum amount of product (1.0 means a 100% yield; for example, 0.34 means a 34% yield). (1) The reactants are C[C:2]1[CH:7]=[CH:6][C:5](C)=[CH:4][C:3]=1[NH:9][C:10](=[O:13])[CH2:11]Cl.[N:14]1[CH:19]=[CH:18][CH:17]=[CH:16][C:15]=1[N:20]1[CH2:25][CH2:24][NH:23][CH2:22][CH2:21]1. No catalyst specified. The product is [N:14]1[CH:19]=[CH:18][CH:17]=[CH:16][C:15]=1[N:20]1[CH2:21][CH2:22][N:23]([CH2:11][C:10]([NH:9][C:3]2[CH:4]=[CH:5][CH:6]=[CH:7][C:2]=2[NH:9][C:10](=[O:13])[CH2:11][N:23]2[CH2:22][CH2:21][N:20]([C:15]3[CH:16]=[CH:17][CH:18]=[CH:19][N:14]=3)[CH2:25][CH2:24]2)=[O:13])[CH2:24][CH2:25]1. The yield is 0.740. (2) The reactants are ClC(Cl)(Cl)C#N.C1CCN2C(=NCCC2)CC1.OC1C=C(NC(=O)OCC2C=CC=CC=2)C=CC=1CC1C=CC(OC)=CC=1.C([O:53][C@@H:54]1[C@@H:86]([O:87]C(=O)C2C=CC=CC=2)[C@H:85]([O:96]C(=O)C2C=CC=CC=2)[C@@:84]([CH3:115])([CH2:105][O:106]C(=O)C2C=CC=CC=2)[O:83][C@H:55]1[O:56][C:57]1[CH:62]=[C:61]([NH:63]C(OCC2C=CC=CC=2)=O)[CH:60]=[CH:59][C:58]=1[CH2:74][C:75]1[CH:80]=[CH:79][C:78]([O:81][CH3:82])=[CH:77][CH:76]=1)(=O)C1C=CC=CC=1.C(O[C@@H]1[C@@H](OC(=O)C2C=CC=CC=2)[C@H](OC(=O)C2C=CC=CC=2)[C@@](C)(COC(=O)C2C=CC=CC=2)O[C@H]1OC1C=C(N)C=CC=1CC1C=CC(OC)=CC=1)(=O)C1C=CC=CC=1.C(=O)([O-])[O-].[K+].[K+]. The catalyst is [Pd].CO.C(Cl)Cl.O1CCCC1. The product is [CH3:115][C@:84]1([CH2:105][OH:106])[O:83][C@@H:55]([O:56][C:57]2[CH:62]=[C:61]([NH2:63])[CH:60]=[CH:59][C:58]=2[CH2:74][C:75]2[CH:76]=[CH:77][C:78]([O:81][CH3:82])=[CH:79][CH:80]=2)[C@H:54]([OH:53])[C@@H:86]([OH:87])[C@@H:85]1[OH:96]. The yield is 0.150. (3) The reactants are [Cl:1][C:2]1[CH:7]=[CH:6][C:5]([CH3:8])=[CH:4][C:3]=1[O:9][CH3:10].C1C(=O)N([Br:18])C(=O)C1.CC(N=NC(C#N)(C)C)(C#N)C. The catalyst is C(Cl)(Cl)(Cl)Cl. The product is [Br:18][CH2:8][C:5]1[CH:6]=[CH:7][C:2]([Cl:1])=[C:3]([O:9][CH3:10])[CH:4]=1. The yield is 0.920. (4) The reactants are [Br:1][C:2]1[CH:3]=[CH:4][C:5]([C:10]([OH:12])=O)=[N:6][C:7]=1[C:8]#[N:9].C1C=CC2N(O)N=NC=2C=1.C(Cl)CCl.[CH:27]([N:30]1[CH2:35][CH2:34][NH:33][CH2:32][CH2:31]1)([CH3:29])[CH3:28]. The catalyst is CN(C=O)C.C(Cl)Cl. The product is [Br:1][C:2]1[C:7]([C:8]#[N:9])=[N:6][C:5]([C:10]([N:33]2[CH2:34][CH2:35][N:30]([CH:27]([CH3:29])[CH3:28])[CH2:31][CH2:32]2)=[O:12])=[CH:4][CH:3]=1. The yield is 0.370. (5) The reactants are [N+:1]([C:4]1[CH:17]=[CH:16][C:7]([CH2:8][C:9]2[CH:14]=[CH:13][N+:12]([O-])=[CH:11][CH:10]=2)=[CH:6][CH:5]=1)([O-:3])=[O:2].C[Si]([C:22]#[N:23])(C)C.C(Cl)(=O)C1C=CC=CC=1.C(=O)([O-])[O-].[K+].[K+]. The catalyst is ClCCl.O. The product is [N+:1]([C:4]1[CH:17]=[CH:16][C:7]([CH2:8][C:9]2[CH:14]=[CH:13][N:12]=[C:11]([C:22]#[N:23])[CH:10]=2)=[CH:6][CH:5]=1)([O-:3])=[O:2]. The yield is 0.340. (6) The reactants are [CH3:1][C:2]1[C:6]([C:7]([O:9]C)=[O:8])=[CH:5][N:4]([CH:11]([C:13]2[CH:18]=[CH:17][CH:16]=[CH:15][CH:14]=2)[CH3:12])[N:3]=1.O.[OH-].[Li+].O1CCCC1.Cl. The catalyst is O.CO. The product is [CH3:1][C:2]1[C:6]([C:7]([OH:9])=[O:8])=[CH:5][N:4]([CH:11]([C:13]2[CH:18]=[CH:17][CH:16]=[CH:15][CH:14]=2)[CH3:12])[N:3]=1. The yield is 0.700. (7) The reactants are [F:1][C:2]([F:25])([C:18]1[CH:23]=[N:22][C:21]([CH3:24])=[CH:20][N:19]=1)[CH2:3][N:4]1[CH2:9][CH2:8][CH:7]([NH:10]C(=O)OC(C)(C)C)[CH2:6][CH2:5]1.C(O)(C(F)(F)F)=O. The catalyst is C(Cl)Cl. The product is [F:25][C:2]([F:1])([C:18]1[CH:23]=[N:22][C:21]([CH3:24])=[CH:20][N:19]=1)[CH2:3][N:4]1[CH2:9][CH2:8][CH:7]([NH2:10])[CH2:6][CH2:5]1. The yield is 1.00.